From a dataset of NCI-60 drug combinations with 297,098 pairs across 59 cell lines. Regression. Given two drug SMILES strings and cell line genomic features, predict the synergy score measuring deviation from expected non-interaction effect. (1) Drug 1: CC1C(C(CC(O1)OC2CC(CC3=C2C(=C4C(=C3O)C(=O)C5=C(C4=O)C(=CC=C5)OC)O)(C(=O)CO)O)N)O.Cl. Drug 2: CC1CCCC2(C(O2)CC(NC(=O)CC(C(C(=O)C(C1O)C)(C)C)O)C(=CC3=CSC(=N3)C)C)C. Cell line: HCT-15. Synergy scores: CSS=35.9, Synergy_ZIP=1.34, Synergy_Bliss=4.29, Synergy_Loewe=-10.1, Synergy_HSA=4.22. (2) Drug 1: CCCS(=O)(=O)NC1=C(C(=C(C=C1)F)C(=O)C2=CNC3=C2C=C(C=N3)C4=CC=C(C=C4)Cl)F. Drug 2: CCC1(CC2CC(C3=C(CCN(C2)C1)C4=CC=CC=C4N3)(C5=C(C=C6C(=C5)C78CCN9C7C(C=CC9)(C(C(C8N6C=O)(C(=O)OC)O)OC(=O)C)CC)OC)C(=O)OC)O.OS(=O)(=O)O. Cell line: SK-OV-3. Synergy scores: CSS=23.3, Synergy_ZIP=4.89, Synergy_Bliss=10.3, Synergy_Loewe=-1.26, Synergy_HSA=9.22. (3) Drug 1: CC1CCC2CC(C(=CC=CC=CC(CC(C(=O)C(C(C(=CC(C(=O)CC(OC(=O)C3CCCCN3C(=O)C(=O)C1(O2)O)C(C)CC4CCC(C(C4)OC)O)C)C)O)OC)C)C)C)OC. Drug 2: CS(=O)(=O)CCNCC1=CC=C(O1)C2=CC3=C(C=C2)N=CN=C3NC4=CC(=C(C=C4)OCC5=CC(=CC=C5)F)Cl. Cell line: ACHN. Synergy scores: CSS=41.8, Synergy_ZIP=4.17, Synergy_Bliss=7.87, Synergy_Loewe=6.66, Synergy_HSA=6.68. (4) Drug 1: CC1=C(C(CCC1)(C)C)C=CC(=CC=CC(=CC(=O)O)C)C. Drug 2: CCC1=C2CN3C(=CC4=C(C3=O)COC(=O)C4(CC)O)C2=NC5=C1C=C(C=C5)O. Cell line: U251. Synergy scores: CSS=38.3, Synergy_ZIP=3.72, Synergy_Bliss=4.84, Synergy_Loewe=-15.9, Synergy_HSA=3.92. (5) Drug 1: C1=CC(=CC=C1C#N)C(C2=CC=C(C=C2)C#N)N3C=NC=N3. Drug 2: CC1C(C(CC(O1)OC2CC(CC3=C2C(=C4C(=C3O)C(=O)C5=C(C4=O)C(=CC=C5)OC)O)(C(=O)CO)O)N)O.Cl. Cell line: T-47D. Synergy scores: CSS=27.4, Synergy_ZIP=0.968, Synergy_Bliss=6.33, Synergy_Loewe=-10.8, Synergy_HSA=3.09.